Predict the reactants needed to synthesize the given product. From a dataset of Full USPTO retrosynthesis dataset with 1.9M reactions from patents (1976-2016). (1) Given the product [Cl:25][C:20]1[CH:19]=[C:18]([CH:23]=[CH:22][C:21]=1[F:24])[CH2:17][N:6]1[CH2:5][CH2:4][C:3]2[C:8](=[C:9]([O:14][CH3:15])[C:10](=[O:13])[N:11]([CH3:12])[C:2]=2[CH2:26][CH3:27])[C:7]1=[O:16], predict the reactants needed to synthesize it. The reactants are: Br[C:2]1[N:11]([CH3:12])[C:10](=[O:13])[C:9]([O:14][CH3:15])=[C:8]2[C:3]=1[CH2:4][CH2:5][N:6]([CH2:17][C:18]1[CH:23]=[CH:22][C:21]([F:24])=[C:20]([Cl:25])[CH:19]=1)[C:7]2=[O:16].[CH2:26]([Sn](CCCC)(CCCC)C=C)[CH2:27]CC.[H][H]. (2) Given the product [Br:16][C:13]1[CH:14]=[CH:15][C:10]([C:7]2[CH2:6][C@@H:5]([CH2:4][NH2:1])[O:9][N:8]=2)=[N:11][CH:12]=1, predict the reactants needed to synthesize it. The reactants are: [N:1]([CH2:4][C@H:5]1[O:9][N:8]=[C:7]([C:10]2[CH:15]=[CH:14][C:13]([Br:16])=[CH:12][N:11]=2)[CH2:6]1)=[N+]=[N-].C1(P(C2C=CC=CC=2)C2C=CC=CC=2)C=CC=CC=1. (3) Given the product [CH3:10][O:11][C:12]1[N:17]=[C:16]([C:18]2[CH:26]=[CH:25][C:21]([N:22]([CH3:24])[CH3:23])=[CH:20][CH:19]=2)[C:15]([N:27]2[CH2:32][CH2:31][N:30]([C:2]3[CH:7]=[CH:6][C:5]([O:8][CH3:9])=[CH:4][CH:3]=3)[CH2:29][CH2:28]2)=[CH:14][CH:13]=1, predict the reactants needed to synthesize it. The reactants are: Br[C:2]1[CH:7]=[CH:6][C:5]([O:8][CH3:9])=[CH:4][CH:3]=1.[CH3:10][O:11][C:12]1[N:17]=[C:16]([C:18]2[CH:26]=[CH:25][C:21]([N:22]([CH3:24])[CH3:23])=[CH:20][CH:19]=2)[C:15]([N:27]2[CH2:32][CH2:31][NH:30][CH2:29][CH2:28]2)=[CH:14][CH:13]=1.C1C=CC(P(C2C(C3C(P(C4C=CC=CC=4)C4C=CC=CC=4)=CC=C4C=3C=CC=C4)=C3C(C=CC=C3)=CC=2)C2C=CC=CC=2)=CC=1.CC(C)([O-])C.[Na+]. (4) Given the product [CH3:26][NH:25][C:21]1[CH:20]=[C:19]([NH:17][C:14]2[CH:15]=[CH:16][C:11]([O:10][CH2:9][CH2:8][N:5]3[CH2:6][CH2:7][N:2]([CH3:1])[CH2:3][CH2:4]3)=[CH:12][CH:13]=2)[N:24]=[CH:23][N:22]=1, predict the reactants needed to synthesize it. The reactants are: [CH3:1][N:2]1[CH2:7][CH2:6][N:5]([CH2:8][CH2:9][O:10][C:11]2[CH:16]=[CH:15][C:14]([NH2:17])=[CH:13][CH:12]=2)[CH2:4][CH2:3]1.Cl[C:19]1[N:24]=[CH:23][N:22]=[C:21]([NH:25][CH2:26]C)[CH:20]=1. (5) Given the product [F:30][C:28]1[CH:27]=[C:26]([N:31]([CH3:54])[CH:32]([C:34]2[CH:35]=[C:36]([C:51]([N:57]([CH2:55][CH2:56][OH:8])[CH3:61])=[O:52])[CH:37]=[C:38]3[C:43]=2[O:42][C:41]([N:44]2[CH2:45][CH2:46][O:47][CH2:48][CH2:49]2)=[CH:40][C:39]3=[O:50])[CH3:33])[CH:25]=[C:24]([F:23])[CH:29]=1, predict the reactants needed to synthesize it. The reactants are: CN(C([O:8]N1N=NC2C=CC=CC1=2)=[N+](C)C)C.[B-](F)(F)(F)F.[F:23][C:24]1[CH:25]=[C:26]([N:31]([CH3:54])[CH:32]([C:34]2[CH:35]=[C:36]([C:51](O)=[O:52])[CH:37]=[C:38]3[C:43]=2[O:42][C:41]([N:44]2[CH2:49][CH2:48][O:47][CH2:46][CH2:45]2)=[CH:40][C:39]3=[O:50])[CH3:33])[CH:27]=[C:28]([F:30])[CH:29]=1.[CH2:55]([N:57]([CH:61](C)C)C(C)C)[CH3:56].CNC(O)C. (6) Given the product [CH:52]1([C:51]#[C:50][C:48]2[CH:49]=[C:44]([C:24]3[CH:25]=[C:26]4[C:30](=[CH:31][CH:32]=3)[CH2:29][NH:28][C:27]4=[O:33])[C:45]([C@@H:55]([NH:65][C:66](=[O:84])[CH2:67][N:68]3[C:76]4[C:75]([F:77])([F:78])[CH2:74][CH2:73][C:72]([F:79])([F:80])[C:71]=4[C:70]([CH:81]([F:83])[F:82])=[N:69]3)[CH2:56][C:57]3[CH:62]=[C:61]([F:63])[CH:60]=[C:59]([F:64])[CH:58]=3)=[N:46][CH:47]=2)[CH2:54][CH2:53]1, predict the reactants needed to synthesize it. The reactants are: C(OC(=O)N[C@H](C1C([C:24]2[CH:25]=[C:26]3[C:30](=[CH:31][CH:32]=2)[CH2:29][NH:28][C:27]3=[O:33])=CC=C(C#CC2C=NC=NC=2)N=1)CC1C=C(F)C=C(F)C=1)(C)(C)C.Br[C:44]1[C:45]([C@@H:55]([NH:65][C:66](=[O:84])[CH2:67][N:68]2[C:76]3[C:75]([F:78])([F:77])[CH2:74][CH2:73][C:72]([F:80])([F:79])[C:71]=3[C:70]([CH:81]([F:83])[F:82])=[N:69]2)[CH2:56][C:57]2[CH:62]=[C:61]([F:63])[CH:60]=[C:59]([F:64])[CH:58]=2)=[N:46][CH:47]=[C:48]([C:50]#[C:51][CH:52]2[CH2:54][CH2:53]2)[CH:49]=1. (7) The reactants are: [Br:1][C:2]1[CH:3]=[C:4]([C:8]2[S:12][C:11]3[CH2:13][C:14]([CH3:19])([CH3:18])[CH2:15][C:16](=[O:17])[C:10]=3[CH:9]=2)[CH:5]=[CH:6][CH:7]=1.[CH:20]([Mg]Cl)=[CH2:21].[Cl-].[NH4+]. Given the product [Br:1][C:2]1[CH:3]=[C:4]([C:8]2[S:12][C:11]3[CH2:13][C:14]([CH3:19])([CH3:18])[CH2:15][C:16]([CH:20]=[CH2:21])([OH:17])[C:10]=3[CH:9]=2)[CH:5]=[CH:6][CH:7]=1, predict the reactants needed to synthesize it.